This data is from Reaction yield outcomes from USPTO patents with 853,638 reactions. The task is: Predict the reaction yield, written as a fraction of the theoretical maximum amount of product (1.0 means a 100% yield; for example, 0.34 means a 34% yield). (1) The reactants are C[O:2][C:3]1[C:8]2[S:9][C:10]3[CH:17]=[CH:16][CH:15]=[CH:14][C:11]=3[CH2:12][CH2:13][C:7]=2[CH:6]=[CH:5][CH:4]=1.Cl.N1C=CC=CC=1. The catalyst is O. The product is [CH:6]1[C:7]2[CH2:13][CH2:12][C:11]3[CH:14]=[CH:15][CH:16]=[CH:17][C:10]=3[S:9][C:8]=2[C:3]([OH:2])=[CH:4][CH:5]=1. The yield is 0.680. (2) The catalyst is C(O)(=O)C.O. The yield is 0.720. The product is [CH3:1][O:2][C:3]([C@H:5]([NH:16][C:17](=[O:26])[O:18][CH2:19][C:20]1[CH:25]=[CH:24][CH:23]=[CH:22][CH:21]=1)[CH2:6][C:7]1[CH:12]=[C:11]([CH3:13])[C:10]2[NH:14][N:27]=[N:15][C:9]=2[CH:8]=1)=[O:4]. The reactants are [CH3:1][O:2][C:3]([C@H:5]([NH:16][C:17](=[O:26])[O:18][CH2:19][C:20]1[CH:25]=[CH:24][CH:23]=[CH:22][CH:21]=1)[CH2:6][C:7]1[CH:12]=[C:11]([CH3:13])[C:10]([NH2:14])=[C:9]([NH2:15])[CH:8]=1)=[O:4].[N:27]([O-])=O.[Na+].[OH-].[NH4+]. (3) The reactants are [CH3:1][N:2]1[CH2:7][CH2:6][C:5]([C:9]2[CH:10]=[C:11]3[C:15](=[CH:16][CH:17]=2)[CH2:14][N:13](C(C2C=CC=CC=2)(C2C=CC=CC=2)C2C=CC=CC=2)[CH2:12]3)([OH:8])[CH2:4][CH2:3]1.[ClH:37]. The catalyst is CO. The product is [ClH:37].[ClH:37].[CH2:14]1[C:15]2[C:11](=[CH:10][C:9]([C:5]3([OH:8])[CH2:6][CH2:7][N:2]([CH3:1])[CH2:3][CH2:4]3)=[CH:17][CH:16]=2)[CH2:12][NH:13]1. The yield is 1.00. (4) The reactants are [CH3:1][O:2][C:3]1[CH:8]=[CH:7][C:6]([C:9]([S:11][CH3:12])=S)=[CH:5][CH:4]=1.[N:13]#[C:14][NH2:15].C[O-].[K+].[C:19]([O:23][CH2:24]C)(=[O:22])CS.C(N(CC)CC)C. The catalyst is CO.CN(C=O)C.CCOC(C)=O. The product is [NH2:13][C:14]1[N:15]=[C:9]([C:6]2[CH:7]=[CH:8][C:3]([O:2][CH3:1])=[CH:4][CH:5]=2)[S:11][C:12]=1[C:19]([O:23][CH3:24])=[O:22]. The yield is 0.230. (5) The yield is 0.740. The reactants are [CH3:1][C:2]1[CH:3]=[C:4]([CH:24]=[CH:25][C:26]=1[OH:27])[NH:5][C:6]1[C:15]2[C:10](=[CH:11][CH:12]=[CH:13][C:14]=2[O:16][CH:17]2[CH2:22][CH2:21][N:20]([CH3:23])[CH2:19][CH2:18]2)[N:9]=[CH:8][N:7]=1.[F:28][C:29]1[CH:36]=[CH:35][CH:34]=[CH:33][C:30]=1[CH2:31]Cl. The product is [F:28][C:29]1[CH:36]=[CH:35][CH:34]=[CH:33][C:30]=1[CH2:31][O:27][C:26]1[CH:25]=[CH:24][C:4]([NH:5][C:6]2[C:15]3[C:10](=[CH:11][CH:12]=[CH:13][C:14]=3[O:16][CH:17]3[CH2:22][CH2:21][N:20]([CH3:23])[CH2:19][CH2:18]3)[N:9]=[CH:8][N:7]=2)=[CH:3][C:2]=1[CH3:1]. No catalyst specified. (6) The reactants are [CH3:1][N:2]([CH2:11][C:12]([O:14][C:15]([CH3:18])([CH3:17])[CH3:16])=[O:13])[C:3]1[N:8]=[CH:7][CH:6]=[C:5]([C:9]#[N:10])[N:4]=1.[C:19](OC)(=[O:27])[C:20]1[C:21](=[CH:23][CH:24]=[CH:25][CH:26]=1)[SH:22].C(N(CC)CC)C. The catalyst is C1(C)C=CC=CC=1. The product is [CH3:1][N:2]([CH2:11][C:12]([O:14][C:15]([CH3:18])([CH3:17])[CH3:16])=[O:13])[C:3]1[N:8]=[CH:7][CH:6]=[C:5]([C:9]2[S:22][C:21]3[CH:23]=[CH:24][CH:25]=[CH:26][C:20]=3[C:19](=[O:27])[N:10]=2)[N:4]=1. The yield is 0.390.